From a dataset of Reaction yield outcomes from USPTO patents with 853,638 reactions. Predict the reaction yield, written as a fraction of the theoretical maximum amount of product (1.0 means a 100% yield; for example, 0.34 means a 34% yield). (1) The reactants are [C@@H:1]([NH:5][C:6]([C:8]1[C:16]2[C:11](=[N:12][CH:13]=[C:14]([C:17]3[C:25]4[C:20](=[CH:21][C:22]([F:26])=[CH:23][CH:24]=4)[N:19]([CH3:27])[N:18]=3)[N:15]=2)[N:10](COCC[Si](C)(C)C)[CH:9]=1)=[O:7])([CH2:3][CH3:4])[CH3:2].C(O)(C(F)(F)F)=O.C(N)CN. The catalyst is ClCCl. The product is [C@@H:1]([NH:5][C:6]([C:8]1[C:16]2[C:11](=[N:12][CH:13]=[C:14]([C:17]3[C:25]4[C:20](=[CH:21][C:22]([F:26])=[CH:23][CH:24]=4)[N:19]([CH3:27])[N:18]=3)[N:15]=2)[NH:10][CH:9]=1)=[O:7])([CH2:3][CH3:4])[CH3:2]. The yield is 0.670. (2) The catalyst is CO.[Pd]. The yield is 1.00. The reactants are C[O:2][C:3](=[O:17])[CH:4]=[CH:5][C:6]1[C:15]2[C:10](=[CH:11][CH:12]=[CH:13][CH:14]=2)[C:9]([NH2:16])=[CH:8][CH:7]=1.[OH-].[Na+]. The product is [NH2:16][C:9]1[C:10]2[C:15](=[CH:14][CH:13]=[CH:12][CH:11]=2)[C:6]([CH2:5][CH2:4][C:3]([OH:17])=[O:2])=[CH:7][CH:8]=1. (3) The reactants are Br[C:2]1[CH:23]=[CH:22][C:5]2[C:6]3[N:7]([CH:11]=[C:12]([C:14]4[N:18]([CH:19]([CH3:21])[CH3:20])[N:17]=[CH:16][N:15]=4)[N:13]=3)[CH2:8][CH2:9][O:10][C:4]=2[CH:3]=1.[C:24]([O:29][CH3:30])(=[O:28])[C:25]([CH3:27])=[CH2:26].C(N(CC)CC)C.C1(C)C=CC=CC=1P(C1C=CC=CC=1C)C1C=CC=CC=1C. The catalyst is CN(C=O)C.C([O-])(=O)C.[Pd+2].C([O-])(=O)C. The product is [CH3:30][O:29][C:24](=[O:28])/[C:25](/[CH3:27])=[CH:26]/[C:2]1[CH:23]=[CH:22][C:5]2[C:6]3[N:7]([CH2:8][CH2:9][O:10][C:4]=2[CH:3]=1)[CH:11]=[C:12]([C:14]1[N:18]([CH:19]([CH3:21])[CH3:20])[N:17]=[CH:16][N:15]=1)[N:13]=3. The yield is 0.570. (4) The yield is 0.650. The catalyst is ClCCl. The reactants are [CH3:1][CH2:2][CH2:3][CH2:4][NH:5][C:6]1[CH:7]=[C:8]([C:23]([OH:25])=O)[CH:9]=[C:10]([S:19]([NH2:22])(=[O:21])=[O:20])[C:11]=1[O:12][C:13]1[CH:14]=[CH:15][CH:16]=[CH:17][CH:18]=1.C(N=C=NCCCN(C)C)C.ON1C2C=CC=CC=2N=N1.[CH2:47]([NH:49][CH2:50][CH3:51])[CH3:48]. The product is [CH2:47]([N:49]([CH2:50][CH3:51])[C:23](=[O:25])[C:8]1[CH:7]=[C:6]([NH:5][CH2:4][CH2:3][CH2:2][CH3:1])[C:11]([O:12][C:13]2[CH:18]=[CH:17][CH:16]=[CH:15][CH:14]=2)=[C:10]([S:19]([NH2:22])(=[O:21])=[O:20])[CH:9]=1)[CH3:48]. (5) The reactants are [CH3:1][C:2]1[C:10]([N+:11]([O-:13])=[O:12])=[CH:9][CH:8]=[CH:7][C:3]=1[C:4]([OH:6])=[O:5].[Br:14]N1C(C)(C)C(=O)N(Br)C1=O. The catalyst is OS(O)(=O)=O. The product is [Br:14][C:8]1[CH:9]=[C:10]([N+:11]([O-:13])=[O:12])[C:2]([CH3:1])=[C:3]([CH:7]=1)[C:4]([OH:6])=[O:5]. The yield is 0.999. (6) The reactants are [F:1][C:2]1[CH:3]=[CH:4][C:5]([NH:8][NH2:9])=[N:6][CH:7]=1.[C:10]([N:17]1[CH2:22][CH2:21][CH:20]([CH2:23][CH:24]=O)[CH2:19][CH2:18]1)([O:12][C:13]([CH3:16])([CH3:15])[CH3:14])=[O:11].C(OI(C1C=CC=CC=1)OC(=O)C)(=O)C.[OH-].[Na+]. The catalyst is CCO.C(Cl)Cl.CO. The product is [C:13]([O:12][C:10]([N:17]1[CH2:22][CH2:21][CH:20]([CH2:23][C:24]2[N:6]3[CH:7]=[C:2]([F:1])[CH:3]=[CH:4][C:5]3=[N:8][N:9]=2)[CH2:19][CH2:18]1)=[O:11])([CH3:16])([CH3:15])[CH3:14]. The yield is 0.900.